This data is from NCI-60 drug combinations with 297,098 pairs across 59 cell lines. The task is: Regression. Given two drug SMILES strings and cell line genomic features, predict the synergy score measuring deviation from expected non-interaction effect. (1) Drug 1: CC1CC2CCC3C(=C)CC(O3)CCC45CC6C(O4)C7C(O6)C(O5)C8C(O7)CCC(O8)CC(=O)CC9C(CC(C1=C)O2)OC(C9OC)CC(CN)O.CS(=O)(=O)O. Drug 2: CC1C(C(CC(O1)OC2CC(CC3=C2C(=C4C(=C3O)C(=O)C5=C(C4=O)C(=CC=C5)OC)O)(C(=O)CO)O)N)O.Cl. Cell line: OVCAR3. Synergy scores: CSS=43.1, Synergy_ZIP=-8.48, Synergy_Bliss=-14.9, Synergy_Loewe=-11.7, Synergy_HSA=-10.2. (2) Drug 1: C1CC(=O)NC(=O)C1N2C(=O)C3=CC=CC=C3C2=O. Drug 2: C(CN)CNCCSP(=O)(O)O. Cell line: SW-620. Synergy scores: CSS=2.32, Synergy_ZIP=-0.292, Synergy_Bliss=0.427, Synergy_Loewe=2.20, Synergy_HSA=0.0810. (3) Drug 1: CC1CCC2CC(C(=CC=CC=CC(CC(C(=O)C(C(C(=CC(C(=O)CC(OC(=O)C3CCCCN3C(=O)C(=O)C1(O2)O)C(C)CC4CCC(C(C4)OC)OCCO)C)C)O)OC)C)C)C)OC. Drug 2: C(CC(=O)O)C(=O)CN.Cl. Cell line: MOLT-4. Synergy scores: CSS=20.7, Synergy_ZIP=-8.99, Synergy_Bliss=-2.34, Synergy_Loewe=-15.5, Synergy_HSA=-4.04. (4) Drug 1: CNC(=O)C1=NC=CC(=C1)OC2=CC=C(C=C2)NC(=O)NC3=CC(=C(C=C3)Cl)C(F)(F)F. Drug 2: CC12CCC3C(C1CCC2OP(=O)(O)O)CCC4=C3C=CC(=C4)OC(=O)N(CCCl)CCCl.[Na+]. Cell line: CCRF-CEM. Synergy scores: CSS=1.75, Synergy_ZIP=1.82, Synergy_Bliss=6.20, Synergy_Loewe=2.34, Synergy_HSA=2.55. (5) Drug 1: C1=CC(=CC=C1CCC2=CNC3=C2C(=O)NC(=N3)N)C(=O)NC(CCC(=O)O)C(=O)O. Drug 2: CC1=C(N=C(N=C1N)C(CC(=O)N)NCC(C(=O)N)N)C(=O)NC(C(C2=CN=CN2)OC3C(C(C(C(O3)CO)O)O)OC4C(C(C(C(O4)CO)O)OC(=O)N)O)C(=O)NC(C)C(C(C)C(=O)NC(C(C)O)C(=O)NCCC5=NC(=CS5)C6=NC(=CS6)C(=O)NCCC[S+](C)C)O. Cell line: UO-31. Synergy scores: CSS=22.7, Synergy_ZIP=-9.78, Synergy_Bliss=-4.89, Synergy_Loewe=-5.88, Synergy_HSA=-2.42.